Dataset: Full USPTO retrosynthesis dataset with 1.9M reactions from patents (1976-2016). Task: Predict the reactants needed to synthesize the given product. Given the product [CH3:75][S:72]([NH:71][C:68]1[CH:69]=[CH:70][C:65]([NH:64][C:30]([CH:20]2[NH:19][CH:18]([CH2:33][C:34]([CH3:35])([CH3:37])[CH3:36])[C:17]3([C:12]4[C:13](=[CH:14][C:9]([Cl:8])=[CH:10][CH:11]=4)[NH:15][C:16]3=[O:38])[CH:21]2[C:22]2[CH:27]=[CH:26][CH:25]=[C:24]([Cl:28])[C:23]=2[F:29])=[O:32])=[C:66]([O:76][CH3:77])[CH:67]=1)(=[O:74])=[O:73], predict the reactants needed to synthesize it. The reactants are: FC(F)(F)C(O)=O.[Cl:8][C:9]1[CH:14]=[C:13]2[NH:15][C:16](=[O:38])[C:17]3([CH:21]([C:22]4[CH:27]=[CH:26][CH:25]=[C:24]([Cl:28])[C:23]=4[F:29])[CH:20]([C:30]([OH:32])=O)[NH:19][CH:18]3[CH2:33][C:34]([CH3:37])([CH3:36])[CH3:35])[C:12]2=[CH:11][CH:10]=1.C(N(C(C)C)CC)(C)C.C1(P(Cl)(C2C=CC=CC=2)=O)C=CC=CC=1.Cl.[NH2:64][C:65]1[CH:70]=[CH:69][C:68]([NH:71][S:72]([CH3:75])(=[O:74])=[O:73])=[CH:67][C:66]=1[O:76][CH3:77].